This data is from Full USPTO retrosynthesis dataset with 1.9M reactions from patents (1976-2016). The task is: Predict the reactants needed to synthesize the given product. (1) Given the product [C:19]([NH:22][C:23]1[CH:28]=[CH:27][C:26]([C:16]2[C:6]3[N:7]([C:10]4[CH:15]=[CH:14][CH:13]=[CH:12][CH:11]=4)[CH:8]=[N:9][C:5]=3[CH:4]=[C:3]([C:1]#[N:2])[CH:17]=2)=[CH:25][CH:24]=1)(=[O:21])[CH3:20], predict the reactants needed to synthesize it. The reactants are: [C:1]([C:3]1[CH:17]=[C:16](I)[C:6]2[N:7]([C:10]3[CH:15]=[CH:14][CH:13]=[CH:12][CH:11]=3)[CH:8]=[N:9][C:5]=2[CH:4]=1)#[N:2].[C:19]([NH:22][C:23]1[CH:28]=[CH:27][C:26](B(O)O)=[CH:25][CH:24]=1)(=[O:21])[CH3:20].C(=O)([O-])[O-].[K+].[K+].C(NC1C=C(C2C3N(C4C=CC=CC=4)C=NC=3C=C(C#N)C=2)C=CC=1)(=O)C. (2) Given the product [Cl:1][C:2]1[C:15]2[C:14](=[O:16])[C:13]3[C:8](=[CH:9][CH:10]=[CH:11][CH:12]=3)[S:7][C:6]=2[C:5]([O:17][CH2:36][CH2:35][CH2:34][CH2:33][CH2:32][CH2:31][CH2:30][CH2:29][CH2:28][CH2:27][CH2:26][CH3:25])=[CH:4][CH:3]=1, predict the reactants needed to synthesize it. The reactants are: [Cl:1][C:2]1[C:15]2[C:14](=[O:16])[C:13]3[C:8](=[CH:9][CH:10]=[CH:11][CH:12]=3)[S:7][C:6]=2[C:5]([OH:17])=[CH:4][CH:3]=1.C([O-])([O-])=O.[K+].[K+].Br[CH2:25][CH2:26][CH2:27][CH2:28][CH2:29][CH2:30][CH2:31][CH2:32][CH2:33][CH2:34][CH2:35][CH3:36]. (3) Given the product [CH2:29]([NH:34][C:4]([C:6]1[O:7][C:8]([N:11]2[CH2:16][CH2:15][N:14]([C:17](=[O:28])[C:18]3[CH:23]=[CH:22][CH:21]=[CH:20][C:19]=3[C:24]([F:26])([F:27])[F:25])[CH2:13][CH2:12]2)=[N:9][N:10]=1)=[O:5])[CH2:30][CH2:31][CH2:32][CH3:33], predict the reactants needed to synthesize it. The reactants are: C(O[C:4]([C:6]1[O:7][C:8]([N:11]2[CH2:16][CH2:15][N:14]([C:17](=[O:28])[C:18]3[CH:23]=[CH:22][CH:21]=[CH:20][C:19]=3[C:24]([F:27])([F:26])[F:25])[CH2:13][CH2:12]2)=[N:9][N:10]=1)=[O:5])C.[CH2:29]([NH2:34])[CH2:30][CH2:31][CH2:32][CH3:33].[C-]#N.[Na+]. (4) Given the product [Br:17][C:14]1[CH:13]=[CH:12][C:11]([CH:5]([C:6]2[CH:10]=[CH:9][S:8][CH:7]=2)[O:31][C@@H:26]([CH2:27][CH:28]([CH3:29])[CH3:30])[C:25]([NH:24][CH2:23][C:21]#[N:22])=[O:32])=[CH:16][CH:15]=1, predict the reactants needed to synthesize it. The reactants are: ClC(Cl)(Cl)C(=N)O[CH:5]([C:11]1[CH:16]=[CH:15][C:14]([Br:17])=[CH:13][CH:12]=1)[C:6]1[CH:10]=[CH:9][S:8][CH:7]=1.[C:21]([CH2:23][NH:24][C:25](=[O:32])[C@@H:26]([OH:31])[CH2:27][CH:28]([CH3:30])[CH3:29])#[N:22].C12(CS(O)(=O)=O)C(C)(C)C(CC1)CC2=O.O. (5) Given the product [NH2:5][C@@H:9]1[CH2:14][CH2:13][N:12]([CH2:15][CH:16]2[C:20]3=[C:21]([F:29])[CH:22]=[N:23][C:24]4[CH:25]=[CH:26][C:27](=[O:28])[N:18]([C:19]=43)[CH2:17]2)[CH2:11][C@@H:10]1[OH:30], predict the reactants needed to synthesize it. The reactants are: CC([N:5]([C@@H:9]1[CH2:14][CH2:13][N:12]([CH2:15][CH:16]2[C:20]3=[C:21]([F:29])[CH:22]=[N:23][C:24]4[CH:25]=[CH:26][C:27](=[O:28])[N:18]([C:19]=43)[CH2:17]2)[CH2:11][C@@H:10]1[OH:30])C(=O)[O-])(C)C.FC(F)(F)C(O)=O. (6) The reactants are: [Cl:1][C:2]1[CH:3]=[CH:4][C:5]([O:22][CH3:23])=[C:6]([C:8]2[N:12]([CH3:13])[N:11]=[CH:10][C:9]=2[NH:14]C(=O)OC(C)(C)C)[CH:7]=1.Cl. Given the product [Cl:1][C:2]1[CH:3]=[CH:4][C:5]([O:22][CH3:23])=[C:6]([C:8]2[N:12]([CH3:13])[N:11]=[CH:10][C:9]=2[NH2:14])[CH:7]=1, predict the reactants needed to synthesize it. (7) Given the product [CH3:21][C@H:4]1[C@H:3]([CH3:22])[C@@H:2]([NH:1][C:24]2[N:29]=[C:28]([CH3:30])[CH:27]=[CH:26][N:25]=2)[C:11]2[C:6](=[CH:7][CH:8]=[C:9]([N:12]3[CH2:13][CH2:14][O:15][CH2:16][CH2:17]3)[CH:10]=2)[N:5]1[C:18](=[O:20])[CH3:19], predict the reactants needed to synthesize it. The reactants are: [NH2:1][C@H:2]1[C:11]2[C:6](=[CH:7][CH:8]=[C:9]([N:12]3[CH2:17][CH2:16][O:15][CH2:14][CH2:13]3)[CH:10]=2)[N:5]([C:18](=[O:20])[CH3:19])[C@@H:4]([CH3:21])[C@@H:3]1[CH3:22].Br[C:24]1[N:29]=[C:28]([CH3:30])[CH:27]=[CH:26][N:25]=1.CC(C)([O-])C.[Na+].CN(C1C(C2C(P(C3CCCCC3)C3CCCCC3)=CC=CC=2)=CC=CC=1)C. (8) Given the product [Br:1][C:2]1[CH:3]=[C:4]([NH:19][C:22]([O:45][C:41]([CH3:44])([CH3:43])[CH3:42])=[O:31])[S:5][C:6]=1/[CH:7]=[CH:8]/[C:9]([O:11][CH2:12][CH3:13])=[O:10], predict the reactants needed to synthesize it. The reactants are: [Br:1][C:2]1[CH:3]=[C:4](C(O)=O)[S:5][C:6]=1/[CH:7]=[CH:8]/[C:9]([O:11][CH2:12][CH3:13])=[O:10].C([N:19]([CH2:22]C)CC)C.C1C=CC(P(N=[N+]=[N-])(C2C=CC=CC=2)=[O:31])=CC=1.[C:41]([OH:45])([CH3:44])([CH3:43])[CH3:42]. (9) Given the product [OH:13][C:9]1([C:19]2[CH:20]=[C:21]([O:22][CH3:23])[C:16]([O:15][CH3:14])=[CH:17][C:18]=2[NH:24][C:25](=[O:29])[CH:26]([CH3:27])[CH3:28])[C:10](=[O:11])[C:4]2[C:5](=[CH:6][CH:1]=[CH:2][CH:3]=2)[C:7]1=[O:8], predict the reactants needed to synthesize it. The reactants are: [CH:1]1[CH:6]=[C:5]2[C:7]([C:9]([OH:13])(O)[C:10](=[O:11])[C:4]2=[CH:3][CH:2]=1)=[O:8].[CH3:14][O:15][C:16]1[CH:17]=[C:18]([NH:24][C:25](=[O:29])[CH:26]([CH3:28])[CH3:27])[CH:19]=[CH:20][C:21]=1[O:22][CH3:23]. (10) The reactants are: [Br:1][C:2]1[CH:7]=[CH:6][C:5]([SH:8])=[CH:4][CH:3]=1.Br[C:10]([CH3:19])([CH3:18])[C:11]([O:13][C:14]([CH3:17])([CH3:16])[CH3:15])=[O:12].[OH-].[K+]. Given the product [Br:1][C:2]1[CH:7]=[CH:6][C:5]([S:8][C:10]([CH3:19])([CH3:18])[C:11]([O:13][C:14]([CH3:17])([CH3:16])[CH3:15])=[O:12])=[CH:4][CH:3]=1, predict the reactants needed to synthesize it.